This data is from Forward reaction prediction with 1.9M reactions from USPTO patents (1976-2016). The task is: Predict the product of the given reaction. Given the reactants [CH2:1]([O:3][C:4]([C:6]1[C:14]2[C:13](=O)[CH:12](Br)[CH2:11][CH2:10][C:9]=2[N:8](C(OC(C)(C)C)=O)[CH:7]=1)=[O:5])[CH3:2].[C:24]([NH2:28])(=[S:27])[CH2:25][CH3:26], predict the reaction product. The product is: [CH2:1]([O:3][C:4]([C:6]1[C:14]2[C:13]3[N:28]=[C:24]([CH2:25][CH3:26])[S:27][C:12]=3[CH2:11][CH2:10][C:9]=2[NH:8][CH:7]=1)=[O:5])[CH3:2].